Predict the reactants needed to synthesize the given product. From a dataset of Retrosynthesis with 50K atom-mapped reactions and 10 reaction types from USPTO. (1) Given the product CC(C)c1ccc(C=Cc2csc(N3C(=O)c4ccccc4C3=O)c2C(=O)O)c(Cl)c1, predict the reactants needed to synthesize it. The reactants are: CCOC(=O)c1c(C=Cc2ccc(C(C)C)cc2Cl)csc1N1C(=O)c2ccccc2C1=O. (2) Given the product CCN(Cc1cccnc1)Cc1cccc(-c2ccnc(NCCc3ccc(O)cc3)n2)c1, predict the reactants needed to synthesize it. The reactants are: CCN(Cc1cccnc1)Cc1cccc(-c2ccnc(Cl)n2)c1.NCCc1ccc(O)cc1. (3) Given the product Nc1ccc(-c2cccc(-c3nc(-c4cccc(C(F)(F)F)c4)cc(C(F)(F)F)n3)c2)cn1, predict the reactants needed to synthesize it. The reactants are: CC1(C)OB(c2ccc(N)nc2)OC1(C)C.FC(F)(F)c1cccc(-c2cc(C(F)(F)F)nc(-c3cccc(Br)c3)n2)c1. (4) Given the product CCOC(=O)C(C)(C)c1ccc(OC)c(-c2ccc(C(F)(F)F)cc2CN(CC)C(=O)OCc2ccccc2)c1, predict the reactants needed to synthesize it. The reactants are: CCNCc1cc(C(F)(F)F)ccc1-c1cc(C(C)(C)C(=O)OCC)ccc1OC.O=C(Cl)OCc1ccccc1. (5) Given the product CC(=O)Oc1c(C)ccc2ccccc12, predict the reactants needed to synthesize it. The reactants are: CC(=O)Cl.Cc1ccc2ccccc2c1O.